From a dataset of hERG Central: cardiac toxicity at 1µM, 10µM, and general inhibition. Predict hERG channel inhibition at various concentrations. (1) The compound is CCn1cc(C(=O)O)c(=O)c2cnc(N3CCNCC3)nc21. Results: hERG_inhib (hERG inhibition (general)): blocker. (2) The drug is CCc1ccc(NC(=O)CSc2nc3ccccc3c(=O)n2CCCN2CCC(C)CC2)cc1. Results: hERG_inhib (hERG inhibition (general)): blocker. (3) The compound is O=C(NC(=O)c1cccc(Cl)c1)OC[C@@H]1CCCN2CCCCC12. Results: hERG_inhib (hERG inhibition (general)): blocker. (4) Results: hERG_inhib (hERG inhibition (general)): blocker. The compound is COc1ccc(-c2cc(-c3ccccc3)nc3ncnn23)cc1. (5) The drug is O=C(c1cnn2c1NC(c1ccc(Br)cc1)CC2C(F)(F)F)N1CCN2CCCC2C1. Results: hERG_inhib (hERG inhibition (general)): blocker. (6) Results: hERG_inhib (hERG inhibition (general)): blocker. The drug is Cc1ccc(C)c(Cn2c3ccccc3c3cnn(CC(=O)NCCCN4CCCCC4)c(=O)c32)c1. (7) The compound is CCC(=O)N(CCCN(C)C)c1nc(CC(=O)Nc2ccc(Cl)cc2)cs1.Cl. Results: hERG_inhib (hERG inhibition (general)): blocker. (8) The molecule is c1ccc(-c2csc3nnc(SCc4ccc5c(c4)OCO5)n23)cc1. Results: hERG_inhib (hERG inhibition (general)): blocker.